This data is from NCI-60 drug combinations with 297,098 pairs across 59 cell lines. The task is: Regression. Given two drug SMILES strings and cell line genomic features, predict the synergy score measuring deviation from expected non-interaction effect. Drug 1: C1=C(C(=O)NC(=O)N1)F. Drug 2: C1=NC2=C(N1)C(=S)N=C(N2)N. Cell line: NCI-H322M. Synergy scores: CSS=24.2, Synergy_ZIP=-6.62, Synergy_Bliss=-6.98, Synergy_Loewe=-3.34, Synergy_HSA=-1.67.